This data is from Forward reaction prediction with 1.9M reactions from USPTO patents (1976-2016). The task is: Predict the product of the given reaction. (1) Given the reactants [C:1]12([CH2:11][NH:12][C:13](=[O:26])[C:14]3[C:19]([Br:20])=[CH:18][N:17]=[C:16]([O:21][CH2:22][C@@H:23]4[CH2:25][O:24]4)[CH:15]=3)[CH2:10][CH:5]3[CH2:6][CH:7]([CH2:9][CH:3]([CH2:4]3)[CH2:2]1)[CH2:8]2.[CH3:27][NH2:28], predict the reaction product. The product is: [C:1]12([CH2:11][NH:12][C:13](=[O:26])[C:14]3[C:19]([Br:20])=[CH:18][N:17]=[C:16]([O:21][CH2:22][C@@H:23]([OH:24])[CH2:25][NH:28][CH3:27])[CH:15]=3)[CH2:10][CH:5]3[CH2:6][CH:7]([CH2:9][CH:3]([CH2:4]3)[CH2:2]1)[CH2:8]2. (2) Given the reactants [NH2:1][CH2:2][CH2:3][CH2:4][CH2:5][O:6][Si](C(C)(C)C)(C1C=CC=CC=1)C1C=CC=CC=1.[C:24]([O:39][C@H:40]([CH2:45][CH2:46][CH2:47][CH2:48][CH2:49][CH2:50][CH2:51][CH2:52][CH2:53][CH2:54][CH3:55])[CH2:41][C:42]([OH:44])=O)(=[O:38])[CH2:25][CH2:26][CH2:27][CH2:28][CH2:29][CH2:30][CH2:31][CH2:32][CH2:33][CH2:34][CH2:35][CH2:36][CH3:37].C(Cl)CCl.CI.CCCC[N+](CCCC)(CCCC)CCCC.[F-], predict the reaction product. The product is: [C:24]([O:39][C@H:40]([CH2:45][CH2:46][CH2:47][CH2:48][CH2:49][CH2:50][CH2:51][CH2:52][CH2:53][CH2:54][CH3:55])[CH2:41][C:42]([NH:1][CH2:2][CH2:3][CH2:4][CH2:5][OH:6])=[O:44])(=[O:38])[CH2:25][CH2:26][CH2:27][CH2:28][CH2:29][CH2:30][CH2:31][CH2:32][CH2:33][CH2:34][CH2:35][CH2:36][CH3:37]. (3) Given the reactants [C:1]1([CH3:7])[CH:6]=[CH:5][CH:4]=[CH:3][CH:2]=1.[CH:8](O)([CH3:10])[CH3:9], predict the reaction product. The product is: [CH2:7]([C:1]1[CH:6]=[CH:5][CH:4]=[CH:3][CH:2]=1)[CH2:9][CH2:8][CH3:10]. (4) The product is: [CH2:2]([O:3][C:4]([C:6]1[N:10]=[C:9]([C@H:11]([OH:16])[CH2:12][C@@H:13]([NH:14][CH3:15])[CH:23]([CH3:25])[CH3:24])[S:8][CH:7]=1)=[O:5])[CH3:1]. Given the reactants [CH3:1][CH2:2][O:3][C:4]([C:6]1[N:10]=[C:9]([C@@H:11]2[O:16][CH2:15][N:14](S(C(C)(C)C)=O)[CH:13]([CH:23]([CH3:25])[CH3:24])[CH2:12]2)[S:8][CH:7]=1)=[O:5].Cl, predict the reaction product. (5) The product is: [F:1][C:2]1[CH:8]=[CH:7][C:5]([NH:6][CH2:12][CH2:11][O:10][CH3:9])=[CH:4][CH:3]=1. Given the reactants [F:1][C:2]1[CH:8]=[CH:7][C:5]([NH2:6])=[CH:4][CH:3]=1.[CH3:9][O:10][CH2:11][CH2:12]Br.C(=O)([O-])[O-].[Na+].[Na+].CN(C=O)C, predict the reaction product.